Dataset: Reaction yield outcomes from USPTO patents with 853,638 reactions. Task: Predict the reaction yield, written as a fraction of the theoretical maximum amount of product (1.0 means a 100% yield; for example, 0.34 means a 34% yield). (1) The reactants are Cl.[CH3:2][NH:3][CH2:4][C:5]1[CH:13]=[CH:12][CH:11]=[C:10]2[C:6]=1[CH2:7][N:8]([CH:15]1[CH2:20][CH2:19][C:18](=[O:21])[NH:17][C:16]1=[O:22])[C:9]2=[O:14].[C:23]1([CH3:32])[CH:28]=[CH:27][CH:26]=[C:25]([N:29]=[C:30]=[O:31])[CH:24]=1.C(N(C(C)C)CC)(C)C. The catalyst is C(Cl)Cl. The product is [O:22]=[C:16]1[CH:15]([N:8]2[CH2:7][C:6]3[C:10](=[CH:11][CH:12]=[CH:13][C:5]=3[CH2:4][N:3]([CH3:2])[C:30]([NH:29][C:25]3[CH:24]=[C:23]([CH3:32])[CH:28]=[CH:27][CH:26]=3)=[O:31])[C:9]2=[O:14])[CH2:20][CH2:19][C:18](=[O:21])[NH:17]1. The yield is 0.520. (2) The reactants are [CH2:1]([O:9][CH2:10][C@H:11]([CH2:13][OH:14])[OH:12])[CH2:2][CH2:3][CH2:4][CH2:5][CH2:6][CH2:7][CH3:8].[C:15]1([C:21]([C:29]2[CH:34]=[CH:33][CH:32]=[CH:31][CH:30]=2)([C:23]2[CH:28]=[CH:27][CH:26]=[CH:25][CH:24]=2)Cl)[CH:20]=[CH:19][CH:18]=[CH:17][CH:16]=1.C1COCC1.C(#N)C. The catalyst is C(N(CC)CC)C. The product is [CH2:1]([O:9][CH2:10][C@H:11]([CH2:13][O:14][C:21]([C:15]1[CH:20]=[CH:19][CH:18]=[CH:17][CH:16]=1)([C:29]1[CH:30]=[CH:31][CH:32]=[CH:33][CH:34]=1)[C:23]1[CH:24]=[CH:25][CH:26]=[CH:27][CH:28]=1)[OH:12])[CH2:2][CH2:3][CH2:4][CH2:5][CH2:6][CH2:7][CH3:8]. The yield is 0.730. (3) The reactants are [NH2:1][C:2]1[CH:3]=[C:4]([CH:19]=[CH:20][CH:21]=1)[O:5][C:6]1[C:15]2[C:10](=[CH:11][C:12]([OH:18])=[C:13]([O:16][CH3:17])[CH:14]=2)[N:9]=[CH:8][N:7]=1.[C:22]([C:26]1[O:30][N:29]=[C:28]([NH:31][C:32](=O)[O:33]C2C=CC=CC=2)[CH:27]=1)([CH3:25])([CH3:24])[CH3:23]. The catalyst is CN(C)C=O. The product is [C:22]([C:26]1[O:30][N:29]=[C:28]([NH:31][C:32]([NH:1][C:2]2[CH:21]=[CH:20][CH:19]=[C:4]([O:5][C:6]3[C:15]4[C:10](=[CH:11][C:12]([OH:18])=[C:13]([O:16][CH3:17])[CH:14]=4)[N:9]=[CH:8][N:7]=3)[CH:3]=2)=[O:33])[CH:27]=1)([CH3:25])([CH3:23])[CH3:24]. The yield is 0.820. (4) The reactants are [F:1][C:2]1[CH:10]=[C:9]2[C:5]([C:6]([C:20]3[CH:29]=[CH:28][C:23]4[NH:24][C:25](=[O:27])[O:26][C:22]=4[CH:21]=3)=[CH:7][N:8]2[S:11]([C:14]2[CH:19]=[CH:18][CH:17]=[CH:16][CH:15]=2)(=[O:13])=[O:12])=[CH:4][CH:3]=1.C([O-])([O-])=O.[K+].[K+].Br[CH2:37][C:38]([NH2:40])=[O:39]. The catalyst is CN1C(=O)CCC1. The product is [F:1][C:2]1[CH:10]=[C:9]2[C:5]([C:6]([C:20]3[CH:29]=[CH:28][C:23]4[N:24]([CH2:37][C:38]([NH2:40])=[O:39])[C:25](=[O:27])[O:26][C:22]=4[CH:21]=3)=[CH:7][N:8]2[S:11]([C:14]2[CH:15]=[CH:16][CH:17]=[CH:18][CH:19]=2)(=[O:13])=[O:12])=[CH:4][CH:3]=1. The yield is 0.800. (5) The reactants are CC1C=CC(S(OCC2(C)CC3C=C(Cl)C=C(C4C=CC=CC=4)C=3O2)(=O)=O)=CC=1.[N-]=[N+]=[N-].[Na+].N(CC1CC2C=C(Cl)C=C(C3C=CSC=3)C=2O1)=[N+]=[N-].[N:53]([CH2:56][C:57]1([CH3:73])[CH2:61][C:60]2[CH:62]=[C:63]([Cl:72])[CH:64]=[C:65]([C:66]3[CH:71]=[CH:70][CH:69]=[CH:68][CH:67]=3)[C:59]=2[O:58]1)=[N+]=[N-].[N-]=[N+]=[N-]. The yield is 0.640. The product is [Cl:72][C:63]1[CH:64]=[C:65]([C:66]2[CH:71]=[CH:70][CH:69]=[CH:68][CH:67]=2)[C:59]2[O:58][C:57]([CH2:56][NH2:53])([CH3:73])[CH2:61][C:60]=2[CH:62]=1. The catalyst is [Pt]. (6) The reactants are [C:1]([O:9][C:10]1[C:27]([O:28][CH3:29])=[CH:26][C:13]([C:14]([N:16]2[CH2:21][CH2:20][CH2:19][CH2:18][C@@H:17]2[C:22](OC)=[O:23])=[O:15])=[C:12]([N+:30]([O-:32])=[O:31])[CH:11]=1)(=O)[C:2]1[CH:7]=[CH:6][CH:5]=[CH:4][CH:3]=1.CC(C[AlH]CC(C)C)C. The catalyst is C(Cl)Cl.C1C=CC=CC=1.C1(C)C=CC=CC=1. The product is [CH2:1]([O:9][C:10]1[C:27]([O:28][CH3:29])=[CH:26][C:13]([C:14]([N:16]2[CH2:21][CH2:20][CH2:19][CH2:18][C@@H:17]2[CH:22]=[O:23])=[O:15])=[C:12]([N+:30]([O-:32])=[O:31])[CH:11]=1)[C:2]1[CH:3]=[CH:4][CH:5]=[CH:6][CH:7]=1. The yield is 0.900. (7) The reactants are Br[C:2]1[N:3]=[C:4]([CH:8]=[O:9])[N:5]([CH3:7])[CH:6]=1.[O:10]1[CH:14]=[CH:13][C:12](B(O)O)=[CH:11]1.COCCOC.C(=O)([O-])[O-].[Na+].[Na+]. The catalyst is [Cl-].[Na+].O.C1C=CC([P]([Pd]([P](C2C=CC=CC=2)(C2C=CC=CC=2)C2C=CC=CC=2)([P](C2C=CC=CC=2)(C2C=CC=CC=2)C2C=CC=CC=2)[P](C2C=CC=CC=2)(C2C=CC=CC=2)C2C=CC=CC=2)(C2C=CC=CC=2)C2C=CC=CC=2)=CC=1.C1COCC1. The product is [O:10]1[CH:14]=[CH:13][C:12]([C:2]2[N:3]=[C:4]([CH:8]=[O:9])[N:5]([CH3:7])[CH:6]=2)=[CH:11]1. The yield is 0.620. (8) The reactants are [OH:1][C:2]1[C:3]([C:12]([OH:14])=[O:13])=[CH:4][C:5]2[C:10]([CH:11]=1)=[CH:9][CH:8]=[CH:7][CH:6]=2.[I:15]Cl. The catalyst is C(O)(=O)C. The product is [I:15][C:11]1[C:10]2[C:5](=[CH:6][CH:7]=[CH:8][CH:9]=2)[CH:4]=[C:3]([C:12]([OH:14])=[O:13])[C:2]=1[OH:1]. The yield is 0.850.